Dataset: Reaction yield outcomes from USPTO patents with 853,638 reactions. Task: Predict the reaction yield, written as a fraction of the theoretical maximum amount of product (1.0 means a 100% yield; for example, 0.34 means a 34% yield). (1) The reactants are [N+:1]([C:4]1[CH:5]=[C:6]2[C:11](=[CH:12][CH:13]=1)[O:10][CH:9]([C:14]([NH2:16])=[O:15])[CH2:8][CH2:7]2)([O-])=O. The catalyst is [Pd].C(O)C. The product is [NH2:1][C:4]1[CH:5]=[C:6]2[C:11](=[CH:12][CH:13]=1)[O:10][CH:9]([C:14]([NH2:16])=[O:15])[CH2:8][CH2:7]2. The yield is 1.00. (2) The reactants are [Br:1][C:2]1[CH:3]=[CH:4][C:5]([F:11])=[C:6]([CH:10]=1)[C:7](O)=[O:8].C(Cl)(=O)C(Cl)=O.[CH3:18][NH2:19]. The catalyst is ClCCl.CN(C)C=O. The product is [Br:1][C:2]1[CH:3]=[CH:4][C:5]([F:11])=[C:6]([CH:10]=1)[C:7]([NH:19][CH3:18])=[O:8]. The yield is 0.930. (3) The reactants are [Cl:1][C:2]1[CH:7]=[CH:6][C:5]([C:8]2[C:14]3[CH:15]=[C:16]([O:19][CH3:20])[CH:17]=[CH:18][C:13]=3[N:12]3[C:21]([CH3:24])=[N:22][N:23]=[C:11]3[C@H:10]([CH2:25][C:26](O)=[O:27])[N:9]=2)=[CH:4][CH:3]=1.CCN=C=NCCCN(C)C.C1C=CC2N(O)N=NC=2C=1.[NH2:50][CH2:51][CH2:52][O:53][CH2:54][CH2:55][O:56][CH2:57][CH2:58][O:59][CH2:60][CH2:61][O:62][C:63]1[CH:64]=[CH:65][C:66]2[N:72]3[C:73]([CH3:76])=[N:74][N:75]=[C:71]3[C@H:70]([CH2:77][C:78]([NH:80][CH2:81][CH3:82])=[O:79])[N:69]=[C:68]([C:83]3[CH:88]=[CH:87][C:86]([Cl:89])=[CH:85][CH:84]=3)[C:67]=2[CH:90]=1. The yield is 0.406. The catalyst is C(Cl)Cl.CN(C1C=CN=CC=1)C. The product is [Cl:89][C:86]1[CH:87]=[CH:88][C:83]([C:68]2[C:67]3[CH:90]=[C:63]([O:62][CH2:61][CH2:60][O:59][CH2:58][CH2:57][O:56][CH2:55][CH2:54][O:53][CH2:52][CH2:51][NH:50][C:26](=[O:27])[CH2:25][C@@H:10]4[N:9]=[C:8]([C:5]5[CH:6]=[CH:7][C:2]([Cl:1])=[CH:3][CH:4]=5)[C:14]5[CH:15]=[C:16]([O:19][CH3:20])[CH:17]=[CH:18][C:13]=5[N:12]5[C:21]([CH3:24])=[N:22][N:23]=[C:11]45)[CH:64]=[CH:65][C:66]=3[N:72]3[C:73]([CH3:76])=[N:74][N:75]=[C:71]3[C@H:70]([CH2:77][C:78]([NH:80][CH2:81][CH3:82])=[O:79])[N:69]=2)=[CH:84][CH:85]=1. (4) The reactants are [H-].[Al+3].[Li+].[H-].[H-].[H-].C([O:9][C:10]([C:12]1[CH:16]=[C:15]([C:17]2[CH:22]=[CH:21][CH:20]=[C:19]([Cl:23])[CH:18]=2)[O:14][N:13]=1)=O)C. The catalyst is C1COCC1. The product is [Cl:23][C:19]1[CH:18]=[C:17]([C:15]2[O:14][N:13]=[C:12]([CH2:10][OH:9])[CH:16]=2)[CH:22]=[CH:21][CH:20]=1. The yield is 0.750. (5) The reactants are [C:1]([NH:24][CH:25]([CH2:30][CH:31]([CH3:33])[CH3:32])[C:26]([O:28]C)=[O:27])(=[O:23])[CH2:2][CH2:3][CH:4]=[CH:5][CH2:6][CH:7]=[CH:8][CH2:9][CH:10]=[CH:11][CH2:12][CH:13]=[CH:14][CH2:15][CH:16]=[CH:17][CH2:18][CH:19]=[CH:20][CH2:21][CH3:22].[OH-].[Na+].Cl. The catalyst is CO. The product is [C:1]([NH:24][CH:25]([CH2:30][CH:31]([CH3:32])[CH3:33])[C:26]([OH:28])=[O:27])(=[O:23])[CH2:2][CH2:3][CH:4]=[CH:5][CH2:6][CH:7]=[CH:8][CH2:9][CH:10]=[CH:11][CH2:12][CH:13]=[CH:14][CH2:15][CH:16]=[CH:17][CH2:18][CH:19]=[CH:20][CH2:21][CH3:22]. The yield is 0.890. (6) The reactants are C[O:2][C:3](=O)[C:4]1[CH:9]=[CH:8][CH:7]=[CH:6][C:5]=1[C:10]([N:12]1[CH2:17][CH2:16][N:15]([C:18](=[O:27])[NH:19][C:20]2[CH:25]=[CH:24][C:23]([F:26])=[CH:22][CH:21]=2)[CH2:14][CH2:13]1)=[O:11].[H-].[H-].[H-].[H-].[Li+].[Al+3]. The catalyst is C1COCC1. The product is [F:26][C:23]1[CH:24]=[CH:25][C:20]([NH:19][C:18]([N:15]2[CH2:14][CH2:13][N:12]([C:10](=[O:11])[C:5]3[CH:6]=[CH:7][CH:8]=[CH:9][C:4]=3[CH2:3][OH:2])[CH2:17][CH2:16]2)=[O:27])=[CH:21][CH:22]=1. The yield is 0.430. (7) The reactants are O[C:2]1[CH:10]=[CH:9][C:8]([C:11]2[N:12]([C:27]([O:29][C:30]([CH3:33])([CH3:32])[CH3:31])=[O:28])[C:13]3[C:18]([CH:19]=2)=[CH:17][C:16]([CH2:20][N:21]2[CH2:26][CH2:25][CH2:24][CH2:23][CH2:22]2)=[CH:15][CH:14]=3)=[C:7]2[C:3]=1[CH2:4][NH:5][C:6]2=[O:34].C1(P(C2C=CC=CC=2)C2C=CC=CC=2)C=CC=CC=1.[OH:54][CH2:55][CH2:56][CH2:57][NH:58][C:59](=[O:65])[O:60][C:61]([CH3:64])([CH3:63])[CH3:62].CCOC(/N=N/C(OCC)=O)=O.C1(C)C=CC=CC=1. The catalyst is C1COCC1. The product is [C:61]([O:60][C:59]([NH:58][CH2:57][CH2:56][CH2:55][O:54][N:5]1[CH2:4][C:3]2[C:7](=[C:8]([C:11]3[N:12]([C:27]([O:29][C:30]([CH3:32])([CH3:31])[CH3:33])=[O:28])[C:13]4[C:18]([CH:19]=3)=[CH:17][C:16]([CH2:20][N:21]3[CH2:26][CH2:25][CH2:24][CH2:23][CH2:22]3)=[CH:15][CH:14]=4)[CH:9]=[CH:10][CH:2]=2)[C:6]1=[O:34])=[O:65])([CH3:64])([CH3:63])[CH3:62]. The yield is 0.880. (8) The reactants are [Br:1][C:2]1[CH:6]=[N:5][N:4]([CH3:7])[C:3]=1[C:8]1[CH:9]=[C:10]([NH2:16])[CH:11]=[CH:12][C:13]=1[O:14][CH3:15].[N+:17]([C:20]1[CH:21]=[C:22]([N:26]=[C:27]=[O:28])[CH:23]=[CH:24][CH:25]=1)([O-:19])=[O:18]. The catalyst is C(Cl)Cl. The product is [Br:1][C:2]1[CH:6]=[N:5][N:4]([CH3:7])[C:3]=1[C:8]1[CH:9]=[C:10]([NH:16][C:27]([NH:26][C:22]2[CH:23]=[CH:24][CH:25]=[C:20]([N+:17]([O-:19])=[O:18])[CH:21]=2)=[O:28])[CH:11]=[CH:12][C:13]=1[O:14][CH3:15]. The yield is 0.700. (9) The reactants are [CH2:1]([O:8][C:9]1([C:12]2[CH:17]=[CH:16][C:15]([C:18]#[C:19][C:20]3[CH:30]=[CH:29][C:23]([C:24]([O:26]CC)=[O:25])=[CH:22][CH:21]=3)=[CH:14][C:13]=2[CH3:31])[CH2:11][CH2:10]1)[C:2]1[CH:7]=[CH:6][CH:5]=[CH:4][CH:3]=1.[OH-].[Na+]. The catalyst is C(O)C.O1CCCC1. The product is [CH2:1]([O:8][C:9]1([C:12]2[CH:17]=[CH:16][C:15]([C:18]#[C:19][C:20]3[CH:21]=[CH:22][C:23]([C:24]([OH:26])=[O:25])=[CH:29][CH:30]=3)=[CH:14][C:13]=2[CH3:31])[CH2:11][CH2:10]1)[C:2]1[CH:7]=[CH:6][CH:5]=[CH:4][CH:3]=1. The yield is 0.760.